Predict the reactants needed to synthesize the given product. From a dataset of Full USPTO retrosynthesis dataset with 1.9M reactions from patents (1976-2016). (1) Given the product [NH2:15][C:10]1[O:11][CH2:12][C@@H:13]([F:14])[C@:8]([C:6]2[CH:7]=[C:2]([NH:1][C:26]([C:23]3[CH:22]=[CH:21][C:20]([C:18]#[N:19])=[CH:25][N:24]=3)=[O:27])[CH:3]=[CH:4][C:5]=2[F:17])([CH3:16])[N:9]=1, predict the reactants needed to synthesize it. The reactants are: [NH2:1][C:2]1[CH:3]=[CH:4][C:5]([F:17])=[C:6]([C@:8]2([CH3:16])[C@H:13]([F:14])[CH2:12][O:11][C:10]([NH2:15])=[N:9]2)[CH:7]=1.[C:18]([C:20]1[CH:21]=[CH:22][C:23]([C:26](O)=[O:27])=[N:24][CH:25]=1)#[N:19]. (2) The reactants are: [F:1][C:2]1[CH:3]=[C:4]([CH2:9][C@H:10]([NH:28]C(=O)OC(C)(C)C)[C:11]2[C:16]([C:17]3[CH:22]=[CH:21][C:20]([F:23])=[C:19]([S:24](=[O:27])(=[O:26])[NH2:25])[CH:18]=3)=[CH:15][CH:14]=[CH:13][N:12]=2)[CH:5]=[C:6]([F:8])[CH:7]=1.C(C1C=C(C2C([C@@H](NC(=O)OC(C)(C)C)CC3C=C(F)C=C(F)C=3)=NC=CC=2)C=CC=1)(=O)N. Given the product [NH2:28][C@H:10]([C:11]1[C:16]([C:17]2[CH:22]=[CH:21][C:20]([F:23])=[C:19]([S:24]([NH2:25])(=[O:26])=[O:27])[CH:18]=2)=[CH:15][CH:14]=[CH:13][N:12]=1)[CH2:9][C:4]1[CH:3]=[C:2]([F:1])[CH:7]=[C:6]([F:8])[CH:5]=1, predict the reactants needed to synthesize it. (3) The reactants are: [Cl:1][C:2]1[CH:7]=[C:6]([F:8])[CH:5]=[CH:4][C:3]=1[CH:9]([CH2:14][CH:15]=[CH2:16])[C:10]([O:12][CH3:13])=[O:11].ClC1C=CC=C(C(OO)=[O:25])C=1. Given the product [Cl:1][C:2]1[CH:7]=[C:6]([F:8])[CH:5]=[CH:4][C:3]=1[CH:9]([CH2:14][CH:15]1[CH2:16][O:25]1)[C:10]([O:12][CH3:13])=[O:11], predict the reactants needed to synthesize it. (4) Given the product [C:11]1([N:10]2[C:3](=[O:4])[C:2]([Br:1])=[C:7]([Br:8])[C:6]2=[O:5])[CH:16]=[CH:15][CH:14]=[CH:13][CH:12]=1, predict the reactants needed to synthesize it. The reactants are: [Br:1][C:2]1[C:3]([O:5][C:6](=O)[C:7]=1[Br:8])=[O:4].[NH2:10][C:11]1[CH:16]=[CH:15][CH:14]=[CH:13][CH:12]=1. (5) The reactants are: [C:1]([O:5][C@@H:6]([C:12]1[C:42]([CH3:43])=[CH:41][C:15]2[N:16]=[C:17]([C:19]3[CH:20]=[CH:21][C:22]4[N:26]=[C:25]([CH3:27])[N:24]([C@@H:28]5[CH2:32][CH2:31][N:30](C(OC(C)(C)C)=O)[CH2:29]5)[C:23]=4[CH:40]=3)[S:18][C:14]=2[C:13]=1[C:44]1[CH:49]=[CH:48][C:47]([Cl:50])=[CH:46][CH:45]=1)[C:7]([O:9][CH2:10][CH3:11])=[O:8])([CH3:4])([CH3:3])[CH3:2]. Given the product [C:1]([O:5][C@@H:6]([C:12]1[C:42]([CH3:43])=[CH:41][C:15]2[N:16]=[C:17]([C:19]3[CH:20]=[CH:21][C:22]4[N:26]=[C:25]([CH3:27])[N:24]([C@@H:28]5[CH2:32][CH2:31][NH:30][CH2:29]5)[C:23]=4[CH:40]=3)[S:18][C:14]=2[C:13]=1[C:44]1[CH:49]=[CH:48][C:47]([Cl:50])=[CH:46][CH:45]=1)[C:7]([O:9][CH2:10][CH3:11])=[O:8])([CH3:2])([CH3:3])[CH3:4], predict the reactants needed to synthesize it. (6) Given the product [CH2:12]([O:11][CH2:10][C:3]1[C:4]([O:8][CH3:9])=[N:5][CH:6]=[CH:7][C:2]=1[I:1])[CH:13]=[CH:14][CH3:15], predict the reactants needed to synthesize it. The reactants are: [I:1][C:2]1[CH:7]=[CH:6][N:5]=[C:4]([O:8][CH3:9])[C:3]=1[CH:10]=[O:11].[CH2:12](O)[CH:13]=[CH:14][CH3:15].C([SiH](CC)CC)C.FC(F)(F)C(O)=O.C(=O)(O)[O-].[Na+].